This data is from Forward reaction prediction with 1.9M reactions from USPTO patents (1976-2016). The task is: Predict the product of the given reaction. (1) Given the reactants [OH:1][CH:2]1[C:11]2[C:6](=[CH:7][CH:8]=[CH:9][CH:10]=2)[CH2:5][CH2:4][CH:3]1[CH2:12][CH2:13][OH:14], predict the reaction product. The product is: [OH:14][CH2:13][CH2:12][CH:3]1[CH2:4][CH2:5][C:6]2[C:11](=[CH:10][CH:9]=[CH:8][CH:7]=2)[C:2]1=[O:1]. (2) Given the reactants [CH2:1]([O:3][C:4]([C:6]1[C:12]2[NH:13][C:14]3[CH:15]=[C:16](OCC4C=CC=CC=4)[CH:17]=[CH:18][C:19]=3[C:11]=2[C:10](C)(C)[CH2:9][N:8]([C:30](=[O:38])[C:31]2[CH:36]=[CH:35][C:34]([F:37])=[CH:33][CH:32]=2)[CH:7]=1)=[O:5])[CH3:2].C([O:41]C(C1C2NC3C=CC(OCC4C=CC=CC=4)=CC=3C=2C(C)(C)CN(C(=O)C2C=CC(F)=CC=2)C=1)=O)C.C(OC(C1C2NC3C=CC(N(CC4C=CC=CC=4)CC4C=CC=CC=4)=CC=3C=2C(C)(C)CN(C(=O)C2C=CC(F)=CC=2)C=1)=O)C, predict the reaction product. The product is: [CH2:1]([O:3][C:4]([C:6]1[C:12]2[NH:13][C:14]3[CH:15]=[CH:16][CH:17]=[C:18]([OH:41])[C:19]=3[C:11]=2[CH2:10][CH2:9][N:8]([C:30](=[O:38])[C:31]2[CH:36]=[CH:35][C:34]([F:37])=[CH:33][CH:32]=2)[CH:7]=1)=[O:5])[CH3:2]. (3) Given the reactants [CH3:1][C:2]1[N:6]([CH2:7][C@@H:8]2[C@H:11]([NH:12]C(=O)OCC3C=CC=CC=3)[C:10](=[O:23])[NH:9]2)[N:5]=[CH:4][N:3]=1, predict the reaction product. The product is: [NH2:12][C@H:11]1[C@@H:8]([CH2:7][N:6]2[C:2]([CH3:1])=[N:3][CH:4]=[N:5]2)[NH:9][C:10]1=[O:23]. (4) Given the reactants Br[C:2]1[C:11]2[C:6](=[CH:7][CH:8]=[CH:9][CH:10]=2)[NH:5][C:4](=[O:12])[C:3]=1[OH:13].[C:14]1(B(O)O)[CH:19]=[CH:18][CH:17]=[CH:16][CH:15]=1.C([O-])([O-])=O.[Na+].[Na+], predict the reaction product. The product is: [C:14]1([C:2]2[C:11]3[C:6](=[CH:7][CH:8]=[CH:9][CH:10]=3)[NH:5][C:4](=[O:12])[C:3]=2[OH:13])[CH:19]=[CH:18][CH:17]=[CH:16][CH:15]=1. (5) Given the reactants Br[C:2]1[CH:3]=[C:4]2[C:13](=[CH:14][CH:15]=1)[N:12]([CH3:16])[C:11]1[CH:10]=[C:9]([CH:17]([CH2:27][CH:28]3[CH2:36][CH2:35][C:30]4([O:34]CCO4)[CH2:29]3)[C:18]([NH:20][C:21]3[CH:25]=[CH:24][N:23]([CH3:26])[N:22]=3)=[O:19])[CH:8]=[CH:7][C:6]=1[S:5]2(=[O:38])=[O:37].CN1C2C=C(C[C:55]([O:57][CH2:58][CH3:59])=[O:56])C=CC=2S(=O)(=O)C2C1=CC=CC=2.CN1C=CC(N)=N1.C1(P(C2C=CC=CC=2)CCCP(C2C=CC=CC=2)C2C=CC=CC=2)C=CC=CC=1, predict the reaction product. The product is: [CH3:16][N:12]1[C:13]2[CH:14]=[CH:15][C:2]([C:55]([O:57][CH2:58][CH3:59])=[O:56])=[CH:3][C:4]=2[S:5](=[O:37])(=[O:38])[C:6]2[C:11]1=[CH:10][C:9]([CH:17]([C:18](=[O:19])[NH:20][C:21]1[CH:25]=[CH:24][N:23]([CH3:26])[N:22]=1)[CH2:27][CH:28]1[CH2:36][CH2:35][C:30](=[O:34])[CH2:29]1)=[CH:8][CH:7]=2.